The task is: Predict the product of the given reaction.. This data is from Forward reaction prediction with 1.9M reactions from USPTO patents (1976-2016). The product is: [ClH:1].[Cl:19][C:20]1[CH:26]=[CH:25][C:23]([NH:24][C:2]2[C:11]3[C:6](=[CH:7][CH:8]=[CH:9][CH:10]=3)[C:5]([CH2:12][C:13]3[CH:18]=[CH:17][N:16]=[CH:15][CH:14]=3)=[N:4][N:3]=2)=[CH:22][CH:21]=1. Given the reactants [Cl:1][C:2]1[C:11]2[C:6](=[CH:7][CH:8]=[CH:9][CH:10]=2)[C:5]([CH2:12][C:13]2[CH:18]=[CH:17][N:16]=[CH:15][CH:14]=2)=[N:4][N:3]=1.[Cl:19][C:20]1[CH:26]=[CH:25][C:23]([NH2:24])=[CH:22][CH:21]=1, predict the reaction product.